From a dataset of Forward reaction prediction with 1.9M reactions from USPTO patents (1976-2016). Predict the product of the given reaction. Given the reactants C(NC(C)C)(C)C.C([Li])CCC.[Br:13][C:14]1[CH:19]=[CH:18][C:17]([F:20])=[CH:16][C:15]=1[O:21][CH3:22].[F:23][C:24]1[CH:25]=[C:26]([CH:29]=[CH:30][CH:31]=1)[CH:27]=[O:28].[Cl-].[NH4+], predict the reaction product. The product is: [Br:13][C:14]1[C:15]([O:21][CH3:22])=[C:16]([CH:27]([C:26]2[CH:29]=[CH:30][CH:31]=[C:24]([F:23])[CH:25]=2)[OH:28])[C:17]([F:20])=[CH:18][CH:19]=1.